This data is from Catalyst prediction with 721,799 reactions and 888 catalyst types from USPTO. The task is: Predict which catalyst facilitates the given reaction. (1) Reactant: [Br:1][C:2]1[C:3]([Cl:11])=[C:4]2[C:8](=[CH:9][CH:10]=1)[NH:7][N:6]=[CH:5]2.[O:12]1[CH:17]=[CH:16][CH2:15][CH2:14][CH2:13]1.CC1C=CC(S(O)(=O)=O)=CC=1.C([O-])(O)=O.[Na+]. Product: [Br:1][C:2]1[C:3]([Cl:11])=[C:4]2[C:8](=[CH:9][CH:10]=1)[N:7]([CH:13]1[CH2:14][CH2:15][CH2:16][CH2:17][O:12]1)[N:6]=[CH:5]2. The catalyst class is: 4. (2) Reactant: [C:1]([O:6][CH2:7][CH2:8][N:9]([CH3:11])[CH3:10])(=[O:5])[C:2]([CH3:4])=[CH2:3].[C:12]([OH:16])(=[O:15])[CH:13]=[CH2:14]. Product: [C:1]([O:6][CH2:7][CH2:8][N:9]([CH3:11])[CH3:10])(=[O:5])[C:2]([CH3:4])=[CH2:3].[C:12]([OH:16])(=[O:15])[CH:13]=[CH2:14]. The catalyst class is: 6. (3) Reactant: [CH:1]1([S:4]([C:7]2[CH:12]=[CH:11][C:10]([CH:13]([C:21]3[NH:25][C:24]([C:26]4[S:30][C:29]([CH2:31][OH:32])=[N:28][N:27]=4)=[CH:23][CH:22]=3)[CH2:14][CH:15]3[CH2:20][CH2:19][O:18][CH2:17][CH2:16]3)=[CH:9][CH:8]=2)(=[O:6])=[O:5])[CH2:3][CH2:2]1.CC(OI1(OC(C)=O)(OC(C)=O)OC(=O)C2C=CC=CC1=2)=O.C(=O)([O-])O.[Na+]. Product: [CH:1]1([S:4]([C:7]2[CH:12]=[CH:11][C:10]([CH:13]([C:21]3[NH:25][C:24]([C:26]4[S:30][C:29]([CH:31]=[O:32])=[N:28][N:27]=4)=[CH:23][CH:22]=3)[CH2:14][CH:15]3[CH2:16][CH2:17][O:18][CH2:19][CH2:20]3)=[CH:9][CH:8]=2)(=[O:5])=[O:6])[CH2:3][CH2:2]1. The catalyst class is: 10. (4) Reactant: [NH2:1][C@@H:2]([CH2:15][C:16]1[CH:21]=[CH:20][CH:19]=[CH:18][C:17]=1[C:22]([F:25])([F:24])[F:23])[CH2:3][N:4]1[C:12](=[O:13])[C:11]2[C:6](=[CH:7][CH:8]=[CH:9][CH:10]=2)[C:5]1=[O:14].[CH3:26][N:27]1[C:31]([C:32]2[N:36]([CH3:37])[N:35]=[CH:34][CH:33]=2)=[CH:30][C:29]([C:38](O)=[O:39])=[CH:28]1.C(N(CC)C(C)C)(C)C.F[P-](F)(F)(F)(F)F.Br[P+](N1CCCC1)(N1CCCC1)N1CCCC1. Product: [O:14]=[C:5]1[C:6]2[C:11](=[CH:10][CH:9]=[CH:8][CH:7]=2)[C:12](=[O:13])[N:4]1[CH2:3][C@@H:2]([NH:1][C:38]([C:29]1[CH:30]=[C:31]([C:32]2[N:36]([CH3:37])[N:35]=[CH:34][CH:33]=2)[N:27]([CH3:26])[CH:28]=1)=[O:39])[CH2:15][C:16]1[CH:21]=[CH:20][CH:19]=[CH:18][C:17]=1[C:22]([F:25])([F:23])[F:24]. The catalyst class is: 4. (5) Reactant: Cl[CH2:2][C:3]1([CH3:9])[CH2:7][O:6][C:5](=[O:8])[NH:4]1.[Br-:10].[Na+]. Product: [Br:10][CH2:2][C:3]1([CH3:9])[CH2:7][O:6][C:5](=[O:8])[NH:4]1. The catalyst class is: 3. (6) Reactant: [C:1]([O:4][C:5]1[CH:13]=[CH:12][CH:11]=[C:10]([O:14][C:15](=[O:17])[CH3:16])[C:6]=1[C:7]([OH:9])=[O:8])(=[O:3])[CH3:2].[C:18]1(C)C=CC=CC=1.CO.[Si](C=[N+]=[N-])(C)(C)C.CCCCCC. Product: [C:1]([O:4][C:5]1[CH:13]=[CH:12][CH:11]=[C:10]([O:14][C:15](=[O:17])[CH3:16])[C:6]=1[C:7]([O:9][CH3:18])=[O:8])(=[O:3])[CH3:2]. The catalyst class is: 81. (7) Product: [NH2:12][C:7]1[CH:8]=[CH:9][CH:10]=[CH:11][C:6]=1[C:2]1([OH:1])[CH2:5][CH2:4][CH2:3]1. Reactant: [OH:1][C:2]1([C:6]2[CH:11]=[CH:10][CH:9]=[CH:8][C:7]=2[NH:12]C=O)[CH2:5][CH2:4][CH2:3]1.[OH-].[K+]. The catalyst class is: 24. (8) Reactant: C(Cl)(=O)C(Cl)=O.[CH2:7]([N:14]([CH3:24])[C:15]1[CH:20]=[CH:19][N:18]=[C:17]([C:21]([OH:23])=O)[CH:16]=1)[C:8]1[CH:13]=[CH:12][CH:11]=[CH:10][CH:9]=1.C(N(CC)CC)C.Cl.[CH2:33]([NH:40][OH:41])[C:34]1[CH:39]=[CH:38][CH:37]=[CH:36][CH:35]=1. Product: [CH2:33]([N:40]([OH:41])[C:21]([C:17]1[CH:16]=[C:15]([N:14]([CH2:7][C:8]2[CH:9]=[CH:10][CH:11]=[CH:12][CH:13]=2)[CH3:24])[CH:20]=[CH:19][N:18]=1)=[O:23])[C:34]1[CH:39]=[CH:38][CH:37]=[CH:36][CH:35]=1. The catalyst class is: 4. (9) Reactant: C(OC(=O)[NH:10][CH2:11][CH2:12][CH2:13][CH2:14][C:15]1[CH:20]=[CH:19][C:18]([NH:21][C:22](=[O:33])[CH2:23][CH2:24][NH:25][C:26]([O:28][C:29]([CH3:32])([CH3:31])[CH3:30])=[O:27])=[CH:17][CH:16]=1)C1C=CC=CC=1. Product: [C:29]([O:28][C:26](=[O:27])[NH:25][CH2:24][CH2:23][C:22](=[O:33])[NH:21][C:18]1[CH:19]=[CH:20][C:15]([CH2:14][CH2:13][CH2:12][CH2:11][NH2:10])=[CH:16][CH:17]=1)([CH3:32])([CH3:30])[CH3:31]. The catalyst class is: 43.